Task: Predict the reactants needed to synthesize the given product.. Dataset: Full USPTO retrosynthesis dataset with 1.9M reactions from patents (1976-2016) (1) The reactants are: [C@@H:1]1([N:10]2[C:19]3[N:18]=[CH:17][N:16]=[C:14]([NH2:15])[C:13]=3[N:12]=[CH:11]2)[O:9][C@H:6]([CH2:7][OH:8])[C@@H:4]([OH:5])[C@H:2]1[OH:3].[C:20](Cl)(=[O:27])[C:21]1[CH:26]=[CH:25][CH:24]=[CH:23][CH:22]=1. Given the product [C:20]([CH:7]([OH:8])[C@@:6]1([C:20](=[O:27])[C:21]2[CH:26]=[CH:25][CH:24]=[CH:23][CH:22]=2)[O:9][C@@:1]([C:20](=[O:27])[C:21]2[CH:26]=[CH:25][CH:24]=[CH:23][CH:22]=2)([N:10]2[C:19]3[N:18]=[CH:17][N:16]=[C:14]([NH2:15])[C:13]=3[N:12]=[CH:11]2)[C@:2]([C:20](=[O:27])[C:21]2[CH:26]=[CH:25][CH:24]=[CH:23][CH:22]=2)([OH:3])[C@:4]1([C:20](=[O:27])[C:21]1[CH:26]=[CH:25][CH:24]=[CH:23][CH:22]=1)[OH:5])(=[O:27])[C:21]1[CH:26]=[CH:25][CH:24]=[CH:23][CH:22]=1, predict the reactants needed to synthesize it. (2) Given the product [N:17]1([CH:13]([NH:7][C:5](=[O:6])[C:4]2[CH:8]=[CH:9][CH:10]=[C:2]([F:1])[CH:3]=2)[C:12]([Cl:16])([Cl:11])[CH3:15])[C:21]2[CH:22]=[CH:23][CH:24]=[CH:25][C:20]=2[N:19]=[N:18]1, predict the reactants needed to synthesize it. The reactants are: [F:1][C:2]1[CH:3]=[C:4]([CH:8]=[CH:9][CH:10]=1)[C:5]([NH2:7])=[O:6].[Cl:11][C:12]([Cl:16])([CH3:15])[CH:13]=O.[NH:17]1[C:21]2[CH:22]=[CH:23][CH:24]=[CH:25][C:20]=2[N:19]=[N:18]1.C1(C)C=CC(S(O)(=O)=O)=CC=1. (3) Given the product [CH2:16]([N:13]1[C:8]2=[N:9][C:10]([CH2:11][CH3:12])=[C:5]([CH2:4][NH:3][C:38]3[C:39](=[O:44])[C:40](=[O:41])[C:37]=3[O:36][CH2:34][CH3:35])[C:6]([NH:18][CH:19]3[CH2:20][CH2:21][O:22][CH2:23][CH2:24]3)=[C:7]2[CH:15]=[N:14]1)[CH3:17], predict the reactants needed to synthesize it. The reactants are: Cl.Cl.[NH2:3][CH2:4][C:5]1[C:10]([CH2:11][CH3:12])=[N:9][C:8]2[N:13]([CH2:16][CH3:17])[N:14]=[CH:15][C:7]=2[C:6]=1[NH:18][CH:19]1[CH2:24][CH2:23][O:22][CH2:21][CH2:20]1.C(N(CC)C(C)C)(C)C.[CH2:34]([O:36][C:37]1[C:38](=O)[C:39](=[O:44])[C:40]=1[O:41]CC)[CH3:35]. (4) Given the product [CH2:1]([N:8]1[C:13](=[O:14])[C:12]2[N:15]=[C:16]([Br:18])[S:17][C:11]=2[N:10]=[C:9]1[CH:19]([NH:27][CH2:26][CH2:25][N:24]([CH3:28])[CH3:23])[CH2:20][CH3:21])[C:2]1[CH:7]=[CH:6][CH:5]=[CH:4][CH:3]=1, predict the reactants needed to synthesize it. The reactants are: [CH2:1]([N:8]1[C:13](=[O:14])[C:12]2[N:15]=[C:16]([Br:18])[S:17][C:11]=2[N:10]=[C:9]1[CH:19](Br)[CH2:20][CH3:21])[C:2]1[CH:7]=[CH:6][CH:5]=[CH:4][CH:3]=1.[CH3:23][N:24]([CH3:28])[CH2:25][CH2:26][NH2:27]. (5) Given the product [F:21][C:15]1[CH:16]=[C:17]([F:20])[CH:18]=[C:19]2[C:14]=1[CH:13]=[CH:12][C:11](=[O:22])[N:10]2[CH2:9][CH2:8][N:5]1[CH2:4][CH2:3][CH:2]([NH:1][C:33]([CH:24]2[O:23][C:28]3[CH:29]=[CH:30][CH:31]=[CH:32][C:27]=3[O:26][CH2:25]2)=[O:34])[CH2:7][CH2:6]1, predict the reactants needed to synthesize it. The reactants are: [NH2:1][CH:2]1[CH2:7][CH2:6][N:5]([CH2:8][CH2:9][N:10]2[C:19]3[C:14](=[C:15]([F:21])[CH:16]=[C:17]([F:20])[CH:18]=3)[CH:13]=[CH:12][C:11]2=[O:22])[CH2:4][CH2:3]1.[O:23]1[C:28]2[CH:29]=[CH:30][CH:31]=[CH:32][C:27]=2[O:26][CH2:25][CH:24]1[C:33](O)=[O:34].C(Cl)CCl.C1C=CC2N(O)N=NC=2C=1.